This data is from NCI-60 drug combinations with 297,098 pairs across 59 cell lines. The task is: Regression. Given two drug SMILES strings and cell line genomic features, predict the synergy score measuring deviation from expected non-interaction effect. (1) Drug 1: CCN(CC)CCNC(=O)C1=C(NC(=C1C)C=C2C3=C(C=CC(=C3)F)NC2=O)C. Drug 2: CC1C(C(CC(O1)OC2CC(OC(C2O)C)OC3=CC4=CC5=C(C(=O)C(C(C5)C(C(=O)C(C(C)O)O)OC)OC6CC(C(C(O6)C)O)OC7CC(C(C(O7)C)O)OC8CC(C(C(O8)C)O)(C)O)C(=C4C(=C3C)O)O)O)O. Cell line: MDA-MB-435. Synergy scores: CSS=43.1, Synergy_ZIP=-2.89, Synergy_Bliss=-0.681, Synergy_Loewe=-1.47, Synergy_HSA=-1.20. (2) Drug 1: CCC1(CC2CC(C3=C(CCN(C2)C1)C4=CC=CC=C4N3)(C5=C(C=C6C(=C5)C78CCN9C7C(C=CC9)(C(C(C8N6C)(C(=O)OC)O)OC(=O)C)CC)OC)C(=O)OC)O.OS(=O)(=O)O. Drug 2: C1CC(=O)NC(=O)C1N2C(=O)C3=CC=CC=C3C2=O. Cell line: MCF7. Synergy scores: CSS=0.00400, Synergy_ZIP=-1.65, Synergy_Bliss=-4.00, Synergy_Loewe=-61.7, Synergy_HSA=-4.55. (3) Drug 1: C1CC(=O)NC(=O)C1N2C(=O)C3=CC=CC=C3C2=O. Drug 2: CC(C)CN1C=NC2=C1C3=CC=CC=C3N=C2N. Cell line: PC-3. Synergy scores: CSS=5.88, Synergy_ZIP=-0.523, Synergy_Bliss=2.80, Synergy_Loewe=0.615, Synergy_HSA=1.11. (4) Drug 1: C(CC(=O)O)C(=O)CN.Cl. Drug 2: COC1=C2C(=CC3=C1OC=C3)C=CC(=O)O2. Cell line: SW-620. Synergy scores: CSS=-4.66, Synergy_ZIP=0.615, Synergy_Bliss=-2.21, Synergy_Loewe=-3.34, Synergy_HSA=-3.47. (5) Drug 1: C1=CC(=CC=C1CCCC(=O)O)N(CCCl)CCCl. Drug 2: CNC(=O)C1=NC=CC(=C1)OC2=CC=C(C=C2)NC(=O)NC3=CC(=C(C=C3)Cl)C(F)(F)F. Cell line: TK-10. Synergy scores: CSS=30.7, Synergy_ZIP=-9.21, Synergy_Bliss=-4.54, Synergy_Loewe=-4.09, Synergy_HSA=-3.73. (6) Drug 1: CC1=CC=C(C=C1)C2=CC(=NN2C3=CC=C(C=C3)S(=O)(=O)N)C(F)(F)F. Drug 2: C1=CC=C(C(=C1)C(C2=CC=C(C=C2)Cl)C(Cl)Cl)Cl. Cell line: MCF7. Synergy scores: CSS=-4.63, Synergy_ZIP=0.929, Synergy_Bliss=0.286, Synergy_Loewe=-3.42, Synergy_HSA=-3.78.